Dataset: Forward reaction prediction with 1.9M reactions from USPTO patents (1976-2016). Task: Predict the product of the given reaction. (1) The product is: [Cl:1][C:2]1[C:3]([F:20])=[C:4]([CH:5]2[C:6]3([C:10]4=[N:11][CH:12]=[C:13]([F:15])[CH:14]=[C:9]4[NH:8][C:7]3=[O:16])[CH:26]([CH2:25][C:24]([CH3:48])([CH3:47])[CH3:23])[NH:27][CH:28]2[C:29]([NH:31][C:32]2[CH:44]=[CH:43][C:35]([O:36][CH2:37][CH2:38][OH:39])=[CH:34][C:33]=2[O:45][CH3:46])=[O:30])[CH:17]=[CH:18][CH:19]=1. Given the reactants [Cl:1][C:2]1[C:3]([F:20])=[C:4]([CH:17]=[CH:18][CH:19]=1)/[CH:5]=[C:6]1\[C:7](=[O:16])[NH:8][C:9]2[C:10]\1=[N:11][CH:12]=[C:13]([F:15])[CH:14]=2.[Li+].[OH-].[CH3:23][C:24]([CH3:48])([CH3:47])[CH2:25]/[CH:26]=[N:27]/[CH2:28][C:29]([NH:31][C:32]1[CH:44]=[CH:43][C:35]([O:36][CH2:37][CH2:38][O:39]C(=O)C)=[CH:34][C:33]=1[O:45][CH3:46])=[O:30].[OH-].[Na+], predict the reaction product. (2) Given the reactants [N:1]([N:3]1[C:11]2[C:6](=[CH:7][CH:8]=[CH:9][CH:10]=2)[CH2:5][CH2:4]1)=O.[H-].[H-].[H-].[H-].[Li+].[Al+3].CCOCC.[OH-].[Na+], predict the reaction product. The product is: [NH2:1][N:3]1[C:11]2[C:6](=[CH:7][CH:8]=[CH:9][CH:10]=2)[CH2:5][CH2:4]1. (3) Given the reactants [NH4+].[N:2]#[C:3][S-:4].[N+:5]([C:8]1[CH:14]=[CH:13][C:11]([NH2:12])=[CH:10][CH:9]=1)([O-:7])=[O:6], predict the reaction product. The product is: [N+:5]([C:8]1[CH:14]=[CH:13][C:11]([NH:12][C:3]([NH2:2])=[S:4])=[CH:10][CH:9]=1)([O-:7])=[O:6]. (4) The product is: [C:10]([NH:9][C:4]1[CH:5]=[C:6]([CH3:8])[C:7]([S:14]([Cl:13])(=[O:16])=[O:15])=[C:2]([CH3:1])[CH:3]=1)(=[O:12])[CH3:11]. Given the reactants [CH3:1][C:2]1[CH:3]=[C:4]([NH:9][C:10](=[O:12])[CH3:11])[CH:5]=[C:6]([CH3:8])[CH:7]=1.[Cl:13][S:14](O)(=[O:16])=[O:15], predict the reaction product. (5) Given the reactants [CH3:1][O:2][C:3](=[O:11])[C:4]1[CH:9]=[CH:8][C:7]([OH:10])=[CH:6][CH:5]=1.[C:12]([O:16][C:17](=[O:20])[CH2:18]Br)([CH3:15])([CH3:14])[CH3:13], predict the reaction product. The product is: [CH3:1][O:2][C:3](=[O:11])[C:4]1[CH:9]=[CH:8][C:7]([O:10][CH2:18][C:17]([O:16][C:12]([CH3:15])([CH3:14])[CH3:13])=[O:20])=[CH:6][CH:5]=1. (6) Given the reactants [Cl:1][C:2]1[CH:3]=[C:4]([CH2:8][CH2:9][C:10]2[C:11]([C:16]([NH:18]C(C)(C)C)=O)=[N:12][CH:13]=[CH:14][CH:15]=2)[CH:5]=[CH:6][CH:7]=1.P(Cl)(Cl)(Cl)=O, predict the reaction product. The product is: [Cl:1][C:2]1[CH:3]=[C:4]([CH2:8][CH2:9][C:10]2[C:11]([C:16]#[N:18])=[N:12][CH:13]=[CH:14][CH:15]=2)[CH:5]=[CH:6][CH:7]=1. (7) Given the reactants Br[C:2]1[CH:3]=[C:4]2[CH2:10][C@@:9]3([CH2:15][N:14]4[CH2:16][CH2:17][CH:11]3[CH2:12][CH2:13]4)[O:8][C:5]2=[N:6][CH:7]=1.O.[CH:19]([C:21]1[O:25][C:24](B(O)O)=[CH:23][CH:22]=1)=[O:20].C([O-])([O-])=O.[Na+].[Na+], predict the reaction product. The product is: [O:8]1[C:5]2=[N:6][CH:7]=[C:2]([C:24]3[O:25][C:21]([CH:19]=[O:20])=[CH:22][CH:23]=3)[CH:3]=[C:4]2[CH2:10][C@:9]21[CH2:15][N:14]1[CH2:16][CH2:17][CH:11]2[CH2:12][CH2:13]1. (8) Given the reactants [C:1]([C:4]1[C:12]2[C:7](=[CH:8][CH:9]=[CH:10][CH:11]=2)[NH:6][CH:5]=1)(=[O:3])[CH3:2].C(=O)([O-])[O-].[Cs+].[Cs+].[Cl:19][CH2:20][CH2:21][CH2:22]I, predict the reaction product. The product is: [Cl:19][CH2:20][CH2:21][CH2:22][N:6]1[C:7]2[C:12](=[CH:11][CH:10]=[CH:9][CH:8]=2)[C:4]([C:1](=[O:3])[CH3:2])=[CH:5]1.